From a dataset of Full USPTO retrosynthesis dataset with 1.9M reactions from patents (1976-2016). Predict the reactants needed to synthesize the given product. (1) Given the product [CH3:18][O:5][C:4](=[O:6])[CH2:3][C@@H:2]([NH2:1])[C:7]1[CH:8]=[CH:9][C:10]([Br:13])=[CH:11][CH:12]=1, predict the reactants needed to synthesize it. The reactants are: [NH2:1][C@@H:2]([C:7]1[CH:12]=[CH:11][C:10]([Br:13])=[CH:9][CH:8]=1)[CH2:3][C:4]([OH:6])=[O:5].O=S(Cl)Cl.[CH3:18]O. (2) The reactants are: [CH3:1][C:2]1[CH:3]=[C:4](Br)[CH:5]=[C:6]([CH3:8])[CH:7]=1.[Mg].[CH3:11][C:12]1[CH:13]=[C:14]([Mg]Br)[CH:15]=[C:16]([CH3:18])[CH:17]=1.Cl[P:22](Cl)[C:23]1[CH:28]=[CH:27][CH:26]=[CH:25][C:24]=1[P:29](Cl)Cl. Given the product [CH3:1][C:2]1[CH:3]=[C:4]([P:22]([C:4]2[CH:5]=[C:6]([CH3:8])[CH:7]=[C:2]([CH3:1])[CH:3]=2)[C:23]2[CH:28]=[CH:27][CH:26]=[CH:25][C:24]=2[P:29]([C:4]2[CH:5]=[C:6]([CH3:8])[CH:7]=[C:2]([CH3:1])[CH:3]=2)[C:14]2[CH:13]=[C:12]([CH3:11])[CH:17]=[C:16]([CH3:18])[CH:15]=2)[CH:5]=[C:6]([CH3:8])[CH:7]=1, predict the reactants needed to synthesize it. (3) Given the product [Cl:31][C:25]1[CH:26]=[CH:27][C:28]([F:30])=[CH:29][C:24]=1[O:23][C:17]1[CH:16]=[C:15]2[C:20]([C:21]([OH:22])=[C:12]([C:10]([NH:9][CH2:8][C:7]([CH3:35])([CH3:34])[C:6]([OH:36])=[O:5])=[O:11])[N:13]=[C:14]2[C:32]#[N:33])=[CH:19][CH:18]=1, predict the reactants needed to synthesize it. The reactants are: C([O:5][C:6](=[O:36])[C:7]([CH3:35])([CH3:34])[CH2:8][NH:9][C:10]([C:12]1[N:13]=[C:14]([C:32]#[N:33])[C:15]2[C:20]([C:21]=1[OH:22])=[CH:19][CH:18]=[C:17]([O:23][C:24]1[CH:29]=[C:28]([F:30])[CH:27]=[CH:26][C:25]=1[Cl:31])[CH:16]=2)=[O:11])(C)(C)C.C(O)(C(F)(F)F)=O. (4) Given the product [C:10]1([C:2]2[C:6](=[CH:7][Br:8])[O:5][C:4](=[O:9])[CH:3]=2)[CH:15]=[CH:14][CH:13]=[CH:12][CH:11]=1, predict the reactants needed to synthesize it. The reactants are: Br[C:2]1[C:6](=[CH:7][Br:8])[O:5][C:4](=[O:9])[CH:3]=1.[C:10]1(B(O)O)[CH:15]=[CH:14][CH:13]=[CH:12][CH:11]=1.[F-].[Cs+]. (5) Given the product [CH2:9]([O:11][C:12]([C:14]1([C:5]2[CH:4]=[CH:3][C:2]([Br:1])=[CH:7][N:6]=2)[CH2:18][CH2:17][N:16]([CH3:19])[C:15]1=[O:20])=[O:13])[CH3:10], predict the reactants needed to synthesize it. The reactants are: [Br:1][C:2]1[CH:3]=[CH:4][C:5](F)=[N:6][CH:7]=1.[CH2:9]([O:11][C:12]([CH:14]1[CH2:18][CH2:17][N:16]([CH3:19])[C:15]1=[O:20])=[O:13])[CH3:10].C(=O)([O-])[O-].[Cs+].[Cs+].CS(C)=O. (6) Given the product [Br:1][C:2]1[CH:7]=[CH:6][C:5]([S:8]([C:2]2[CH:7]=[CH:6][CH:5]=[CH:4][CH:3]=2)(=[O:10])=[O:9])=[CH:4][C:3]=1[F:12], predict the reactants needed to synthesize it. The reactants are: [Br:1][C:2]1[CH:7]=[CH:6][C:5]([S:8](Cl)(=[O:10])=[O:9])=[CH:4][C:3]=1[F:12]. (7) Given the product [CH3:16][C:15]1[O:14][N:13]=[C:12]([C:17]2[CH:22]=[CH:21][CH:20]=[CH:19][CH:18]=2)[C:11]=1[C:9]1[N:10]=[C:5]2[CH:4]=[CH:3][C:2]([N:23]3[CH2:27][CH2:26][CH2:25][C:24]3=[O:28])=[CH:7][N:6]2[CH:8]=1, predict the reactants needed to synthesize it. The reactants are: I[C:2]1[CH:3]=[CH:4][C:5]2[N:6]([CH:8]=[C:9]([C:11]3[C:12]([C:17]4[CH:22]=[CH:21][CH:20]=[CH:19][CH:18]=4)=[N:13][O:14][C:15]=3[CH3:16])[N:10]=2)[CH:7]=1.[NH:23]1[CH2:27][CH2:26][CH2:25][C:24]1=[O:28]. (8) Given the product [CH3:8][C:6]1([CH3:7])[C:2]([CH3:19])([CH3:1])[O:3][B:4]([C:9]2[CH:14]=[CH:13][C:12]([CH2:15][C:16]([O:18][C:26]([CH3:29])([CH3:28])[CH3:27])=[O:17])=[CH:11][CH:10]=2)[O:5]1, predict the reactants needed to synthesize it. The reactants are: [CH3:1][C:2]1([CH3:19])[C:6]([CH3:8])([CH3:7])[O:5][B:4]([C:9]2[CH:14]=[CH:13][C:12]([CH2:15][C:16]([OH:18])=[O:17])=[CH:11][CH:10]=2)[O:3]1.C(N/C(=N/C(C)C)/O[C:26]([CH3:29])([CH3:28])[CH3:27])(C)C. (9) Given the product [CH2:35]([NH:2][C@@H:3]([CH2:33][CH3:34])[C:4]([NH:6][C@@H:7]1[C:13](=[O:14])[N:12]([CH2:15][C:16]2[C:25]3[C:20](=[CH:21][C:22]([Br:26])=[CH:23][CH:24]=3)[CH:19]=[CH:18][C:17]=2[O:27][CH3:28])[C:11]2[CH:29]=[CH:30][CH:31]=[CH:32][C:10]=2[CH2:9][CH2:8]1)=[O:5])[C:36]1[CH:41]=[CH:40][CH:39]=[CH:38][CH:37]=1, predict the reactants needed to synthesize it. The reactants are: Cl.[NH2:2][C@@H:3]([CH2:33][CH3:34])[C:4]([NH:6][C@@H:7]1[C:13](=[O:14])[N:12]([CH2:15][C:16]2[C:25]3[C:20](=[CH:21][C:22]([Br:26])=[CH:23][CH:24]=3)[CH:19]=[CH:18][C:17]=2[O:27][CH3:28])[C:11]2[CH:29]=[CH:30][CH:31]=[CH:32][C:10]=2[CH2:9][CH2:8]1)=[O:5].[CH:35](=O)[C:36]1[CH:41]=[CH:40][CH:39]=[CH:38][CH:37]=1.